Dataset: Full USPTO retrosynthesis dataset with 1.9M reactions from patents (1976-2016). Task: Predict the reactants needed to synthesize the given product. (1) Given the product [CH2:1]([O:3][C:4]([C:6]1[N:7]([C:17]2[CH:22]=[CH:21][C:20]([O:23][CH:24]([CH3:26])[CH3:25])=[CH:19][CH:18]=2)[C:8]2[C:13]([C:14]=1[Cl:15])=[CH:12][C:11]([N:73]1[CH2:30][CH2:29][CH2:28][CH2:27][CH2:32]1)=[CH:10][CH:9]=2)=[O:5])[CH3:2], predict the reactants needed to synthesize it. The reactants are: [CH2:1]([O:3][C:4]([C:6]1[N:7]([C:17]2[CH:22]=[CH:21][C:20]([O:23][CH:24]([CH3:26])[CH3:25])=[CH:19][CH:18]=2)[C:8]2[C:13]([C:14]=1[Cl:15])=[CH:12][C:11](Br)=[CH:10][CH:9]=2)=[O:5])[CH3:2].[CH:27]1[CH:28]=[CH:29][C:30](P([C:28]2[C:29]([C:28]3[C:29](P([C:28]4[CH:29]=[CH:30]C=[CH:32][CH:27]=4)[C:28]4[CH:29]=[CH:30]C=[CH:32][CH:27]=4)=[CH:30][CH:30]=[C:29]4[C:27]=3[CH:32]=[CH:32][CH:27]=[CH:28]4)=[C:30]3[C:32]([CH:27]=[CH:28][CH:29]=[CH:30]3)=[CH:32][CH:27]=2)[C:28]2[CH:29]=[CH:30]C=[CH:32][CH:27]=2)=C[CH:32]=1.[NH:73]1CCNCC1. (2) Given the product [Br:14][C:15]1[C:25]([O:26][CH2:2][O:3][CH2:4][CH2:5][O:6][CH3:7])=[CH:24][C:18]([C:19]([O:21][CH2:22][CH3:23])=[O:20])=[CH:17][C:16]=1[O:27][CH2:28][CH3:29], predict the reactants needed to synthesize it. The reactants are: Cl[CH2:2][O:3][CH2:4][CH2:5][O:6][CH3:7].C(=O)([O-])[O-].[K+].[K+].[Br:14][C:15]1[C:25]([OH:26])=[CH:24][C:18]([C:19]([O:21][CH2:22][CH3:23])=[O:20])=[CH:17][C:16]=1[O:27][CH2:28][CH3:29].CN(C=O)C. (3) Given the product [N:25]1[CH:26]=[CH:27][CH:28]=[CH:29][C:24]=1[C:9]1[CH2:14][CH2:13][N:12]([C:15]([O:17][C:18]([CH3:19])([CH3:20])[CH3:21])=[O:16])[CH2:11][CH:10]=1, predict the reactants needed to synthesize it. The reactants are: CC1(C)C(C)(C)OB([C:9]2[CH2:14][CH2:13][N:12]([C:15]([O:17][C:18]([CH3:21])([CH3:20])[CH3:19])=[O:16])[CH2:11][CH:10]=2)O1.Br[C:24]1[CH:29]=[CH:28][CH:27]=[CH:26][N:25]=1.C(=O)([O-])[O-].[Na+].[Na+]. (4) Given the product [C:1]([O:4][C:5]1[CH:13]=[CH:12][C:11]([CH2:14][Br:20])=[CH:10][C:6]=1[C:7]([OH:9])=[O:8])(=[O:3])[CH3:2], predict the reactants needed to synthesize it. The reactants are: [C:1]([O:4][C:5]1[CH:13]=[CH:12][C:11]([CH3:14])=[CH:10][C:6]=1[C:7]([OH:9])=[O:8])(=[O:3])[CH3:2].C(Cl)(Cl)(Cl)Cl.[Br:20]N1C(=O)CCC1=O.C(OCC)(=O)C. (5) The reactants are: [CH3:1][O:2][C:3](=[O:44])[C:4]([C:7]1[CH:12]=[CH:11][C:10]([NH:13][C:14]([C@H:16]2[C@H:20]([C:21]3[CH:26]=[CH:25][CH:24]=[C:23]([Cl:27])[C:22]=3[F:28])[C@:19]([C:31]3[CH:36]=[CH:35][C:34]([Cl:37])=[CH:33][C:32]=3[F:38])([C:29]#[N:30])[C@H:18]([CH2:39][C:40]([CH3:43])([CH3:42])[CH3:41])[NH:17]2)=[O:15])=[CH:9][CH:8]=1)([CH3:6])[CH3:5].C=O.[C:47](O[BH-](OC(=O)C)OC(=O)C)(=O)C.[Na+]. Given the product [CH3:1][O:2][C:3](=[O:44])[C:4]([C:7]1[CH:12]=[CH:11][C:10]([NH:13][C:14]([C@H:16]2[C@H:20]([C:21]3[CH:26]=[CH:25][CH:24]=[C:23]([Cl:27])[C:22]=3[F:28])[C@:19]([C:31]3[CH:36]=[CH:35][C:34]([Cl:37])=[CH:33][C:32]=3[F:38])([C:29]#[N:30])[C@H:18]([CH2:39][C:40]([CH3:43])([CH3:42])[CH3:41])[N:17]2[CH3:47])=[O:15])=[CH:9][CH:8]=1)([CH3:6])[CH3:5], predict the reactants needed to synthesize it.